Task: Regression/Classification. Given an antibody's heavy chain and light chain sequences, predict its developability. TAP uses regression for 5 developability metrics; SAbDab uses binary classification.. Dataset: Antibody developability classification from SAbDab with 2,409 antibodies (1) The antibody is ['EITLKESGPTLVKPTQTLTLTCTFSGFSLSTSGMGVSWIRQPPGKALEWLAHIYWDDDKRYNPSLKSRLTITKDTSKNQVVLTMTNMDPVDTATYYCARLYGFTYGFAYWGQGTLVTVSS', 'DIVMTQSPDSLAVSLGERATINCRASQSVDYNGISYMHWYQQKPGQPPKLLIYAASNPESGVPDRFSGSGSGTDFTLTISSLQAEDVAVYYCQQIIEDPWTFGQGTKVEIK']. Result: 0 (not developable). (2) The antibody is ['EVQLVESGGGLVQPGGSLRLSCAASGYTFTENTVHWVRQAPGKGLEWIGGINPYYGGSIFSPKFKGRFTISADTSKNTAYLQMNSLRAEDTAVYYCARRAGAYYFDYWGQGTLVTVSS', 'DIQMTQSPSSLSASVGDRVTITCRASSSVSSSYLHWYQQKPGKAPKLLIYSTSNLASGVPSRFSGSRSGTDFTLTISSLQPEDFATYYCQQYSRRTSYRTFGQGTKVEIK']. Result: 1 (developable). (3) The antibody is ['EVQLVESGGGLVQPGGSLRLSCAASGFYISYSSIHWVRQAPGKGLEWVASISPYSGSTYYADSVKGRFTISADTSKNTAYLQMNSLRAEDTAVYYCARQGYRRRSGRGFDYWGQGTLVTVSS', 'DIQMTQSPSSLSASVGDRVTITCRASQSVSSAVAWYQQKPGKAPKLLIYSASSLYSGVPSRFSGSRSGTDFTLTISSLQPEDFATYYCQQSYSFPNTFGQGTKVEIK']. Result: 1 (developable). (4) The antibody is ['EVQLVQSGAEVKKPGASVKVSCKASGYAFTNYLIEWVRQAPGQGLEWIGVINPGSGDTYYSEKFKGRVTLTADTSTSTAYLELSSLRSEDTAVYYCARDRLDYWGQGTLVTVSS', 'DIQMTQSPSSLSASVGDRVTITCHASQDISSYIVWYQQKPGKSFKGLIYHGTNLESGVPSRFSGSGSGTDFTLTISSLQPEDFATYYCVHYAQFPYTFGQGTKVEIK']. Result: 1 (developable). (5) The antibody is ['QVQLVQSGAEVKKAGESLEISCKGSGYTFTDHWIAWVRQVPGKGLEWMGMIYPGDSDTRYSPSLQGRVTMSADKTLSTAYLQWSRLEASDTAMYYCARLHYSDRSGSYFNDVFHMWGQGTTVTVSS', 'QSVLTQPPSASGTPGQRVTISCSGNSSNIENNYVYWYQQLPGSTPKLLIFRDDQRPSGVPDRFSGSKSGTSASLAISGLRSEDEADYYCASWDDSRGGPDYVFGTGTKVTVL']. Result: 0 (not developable). (6) The antibody is ['QVQLQQSGLELVKPGASVKISCKTSGYTFTEYTMHWVKQSHGKSLEWIGGINPNNGGTSYNQKFKGKAILTVDKSSSTAYLELRSLTSEDSAVYYCARDDRYPAWFAYWGQGTTVTVSS', 'DIQLTQSPSSLSASLGERVSITCRASQDIGSNLNWLQQKPDGTIKRLIYATSSLDSGVPKRFSGSRSGSDYSLTISSLESEDFVDYYCLQYASSPPTFGGGTKLEIK']. Result: 1 (developable).